This data is from Peptide-MHC class II binding affinity with 134,281 pairs from IEDB. The task is: Regression. Given a peptide amino acid sequence and an MHC pseudo amino acid sequence, predict their binding affinity value. This is MHC class II binding data. (1) The peptide sequence is KKKKLALYLLLALSLAS. The MHC is HLA-DQA10201-DQB10301 with pseudo-sequence HLA-DQA10201-DQB10301. The binding affinity (normalized) is 0. (2) The peptide sequence is PRGGPGRSYAADAGY. The MHC is DRB5_0101 with pseudo-sequence DRB5_0101. The binding affinity (normalized) is 0.122.